The task is: Binary Classification. Given a T-cell receptor sequence (or CDR3 region) and an epitope sequence, predict whether binding occurs between them.. This data is from TCR-epitope binding with 47,182 pairs between 192 epitopes and 23,139 TCRs. The epitope is RAKFKQLL. The TCR CDR3 sequence is CSARDRTGNGYTF. Result: 1 (the TCR binds to the epitope).